Dataset: NCI-60 drug combinations with 297,098 pairs across 59 cell lines. Task: Regression. Given two drug SMILES strings and cell line genomic features, predict the synergy score measuring deviation from expected non-interaction effect. (1) Drug 1: CC1=C(C=C(C=C1)NC2=NC=CC(=N2)N(C)C3=CC4=NN(C(=C4C=C3)C)C)S(=O)(=O)N.Cl. Drug 2: C1C(C(OC1N2C=C(C(=O)NC2=O)F)CO)O. Cell line: COLO 205. Synergy scores: CSS=39.4, Synergy_ZIP=1.83, Synergy_Bliss=0.0935, Synergy_Loewe=-9.25, Synergy_HSA=-3.29. (2) Drug 1: CCCCCOC(=O)NC1=NC(=O)N(C=C1F)C2C(C(C(O2)C)O)O. Drug 2: CC1=C2C(C(=O)C3(C(CC4C(C3C(C(C2(C)C)(CC1OC(=O)C(C(C5=CC=CC=C5)NC(=O)OC(C)(C)C)O)O)OC(=O)C6=CC=CC=C6)(CO4)OC(=O)C)O)C)O. Cell line: HCT-15. Synergy scores: CSS=-2.65, Synergy_ZIP=1.16, Synergy_Bliss=-1.54, Synergy_Loewe=-3.90, Synergy_HSA=-4.20.